From a dataset of Forward reaction prediction with 1.9M reactions from USPTO patents (1976-2016). Predict the product of the given reaction. (1) Given the reactants Br[Zn][CH2:3][C:4]([O:6][CH2:7][CH3:8])=[O:5].[CH3:9][C:10]1[C:11](=[O:18])[C:12]([CH3:17])=[CH:13][C:14](=[O:16])[CH:15]=1.Cl.C(OCC)(=O)C, predict the reaction product. The product is: [CH2:7]([O:6][C:4](=[O:5])[CH2:3][C:14]1([OH:16])[CH:13]=[C:12]([CH3:17])[C:11](=[O:18])[C:10]([CH3:9])=[CH:15]1)[CH3:8]. (2) Given the reactants [NH2:1][C:2]1[CH:7]=[CH:6][C:5]([C:8]([CH3:12])([CH3:11])[C:9]#[N:10])=[C:4]([CH:13]=[CH2:14])[CH:3]=1.[CH3:15][O:16][C:17]1[CH:18]=[C:19]([CH:23]=[CH:24][C:25]=1[O:26][CH3:27])[C:20](Cl)=[O:21], predict the reaction product. The product is: [C:9]([C:8]([CH3:11])([CH3:12])[C:5]1[CH:6]=[CH:7][C:2]([NH:1][C:20](=[O:21])[C:19]2[CH:23]=[CH:24][C:25]([O:26][CH3:27])=[C:17]([O:16][CH3:15])[CH:18]=2)=[CH:3][C:4]=1[CH:13]=[CH2:14])#[N:10].